From a dataset of Reaction yield outcomes from USPTO patents with 853,638 reactions. Predict the reaction yield, written as a fraction of the theoretical maximum amount of product (1.0 means a 100% yield; for example, 0.34 means a 34% yield). (1) The reactants are [O:1]=[C:2]1[NH:6][C:5](=[O:7])[CH2:4][N:3]1[C@@H:8]([C:16]([CH3:19])([CH3:18])[CH3:17])[C:9]([O:11][C:12]([CH3:15])([CH3:14])[CH3:13])=[O:10].[CH3:20][C:21]1[N:26]=[C:25]([CH2:27]O)[CH:24]=[CH:23][CH:22]=1.C1(P(C2C=CC=CC=2)C2C=CC=CC=2)C=CC=CC=1.N(C(OCC)=O)=NC(OCC)=O. The catalyst is ClCCl.O. The product is [CH3:17][C:16]([CH3:19])([CH3:18])[C@H:8]([N:3]1[CH2:4][C:5](=[O:7])[N:6]([CH2:27][C:25]2[CH:24]=[CH:23][CH:22]=[C:21]([CH3:20])[N:26]=2)[C:2]1=[O:1])[C:9]([O:11][C:12]([CH3:13])([CH3:15])[CH3:14])=[O:10]. The yield is 0.970. (2) The reactants are [C:1]([O:9]CC)(=[O:8])[CH2:2][C:3](OCC)=O.[H-].[Na+].ClC[C:16]1[CH:17]=[N:18][O:19][C:20]=1[C:21]1[CH:26]=[CH:25][C:24]([S:27][CH3:28])=[CH:23][CH:22]=1.Cl. The catalyst is O1CCCC1.O. The product is [CH3:28][S:27][C:24]1[CH:23]=[CH:22][C:21]([C:20]2[O:19][N:18]=[CH:17][C:16]=2[CH2:3][CH2:2][C:1]([OH:9])=[O:8])=[CH:26][CH:25]=1. The yield is 0.610. (3) The reactants are C[O:2][C:3](=[O:24])[C:4]1[CH:9]=[C:8]([C:10]2[S:11][CH:12]=[C:13]([C:15]3[CH:20]=[CH:19][C:18]([Cl:21])=[C:17]([Cl:22])[CH:16]=3)[N:14]=2)[CH:7]=[CH:6][C:5]=1Br.[Cl:25][C:26]1[CH:31]=[CH:30][C:29]([OH:32])=[CH:28][C:27]=1B(O)O. No catalyst specified. The product is [Cl:25][C:26]1[CH:31]=[CH:30][C:29]([OH:32])=[CH:28][C:27]=1[C:5]1[C:4]([C:3]([OH:2])=[O:24])=[CH:9][C:8]([C:10]2[S:11][CH:12]=[C:13]([C:15]3[CH:20]=[CH:19][C:18]([Cl:21])=[C:17]([Cl:22])[CH:16]=3)[N:14]=2)=[CH:7][CH:6]=1. The yield is 0.740. (4) The catalyst is CN(C=O)C. The yield is 0.670. The reactants are [OH:1][C:2]1[C:9]([O:10][CH3:11])=[CH:8][C:7]([O:12][CH3:13])=[CH:6][C:3]=1[CH:4]=[O:5].C([O-])([O-])=O.[K+].[K+].[CH2:20]([O:22][CH:23]([O:26][CH2:27][CH3:28])[CH2:24]Br)[CH3:21]. The product is [CH2:20]([O:22][CH:23]([O:26][CH2:27][CH3:28])[CH2:24][O:1][C:2]1[C:9]([O:10][CH3:11])=[CH:8][C:7]([O:12][CH3:13])=[CH:6][C:3]=1[CH:4]=[O:5])[CH3:21]. (5) The reactants are [C:1]1([CH:7]=[CH:8][C:9]2[CH:13]=[C:12]([CH2:14][CH2:15][CH:16]=O)[O:11][N:10]=2)[CH:6]=[CH:5][CH:4]=[CH:3][CH:2]=1.[CH3:18][O:19][C:20]1[CH:25]=[CH:24][CH:23]=[CH:22][C:21]=1[N:26]1[CH2:31][CH2:30][NH:29][CH2:28][CH2:27]1.[BH-](OC(C)=O)(OC(C)=O)OC(C)=O.[Na+]. The catalyst is C(Cl)Cl. The product is [CH3:18][O:19][C:20]1[CH:25]=[CH:24][CH:23]=[CH:22][C:21]=1[N:26]1[CH2:31][CH2:30][N:29]([CH2:16][CH2:15][CH2:14][C:12]2[O:11][N:10]=[C:9]([CH:8]=[CH:7][C:1]3[CH:2]=[CH:3][CH:4]=[CH:5][CH:6]=3)[CH:13]=2)[CH2:28][CH2:27]1. The yield is 0.535. (6) The reactants are [F-:1].[K+].[CH2:3]1OCCOCCOCCOCCOCCOC1.Br[CH2:22][C:23]([C:25]1[CH:33]=[CH:32][C:28]([C:29]([OH:31])=[O:30])=[CH:27][CH:26]=1)=[O:24]. The catalyst is C(#N)C.O. The product is [CH3:3][O:31][C:29](=[O:30])[C:28]1[CH:32]=[CH:33][C:25]([C:23](=[O:24])[CH2:22][F:1])=[CH:26][CH:27]=1. The yield is 0.310. (7) The reactants are [C:1]([O:5][C:6]([N:8]1[CH2:13][CH2:12][N:11]([S:14]([CH2:17][CH2:18][CH2:19]Cl)(=[O:16])=[O:15])[CH2:10][CH2:9]1)=[O:7])([CH3:4])([CH3:3])[CH3:2].[NH:21]1[CH2:26][CH2:25][O:24][CH2:23][CH2:22]1.C(=O)([O-])[O-].[K+].[K+].[I-].[K+]. The catalyst is CC#N. The product is [C:1]([O:5][C:6]([N:8]1[CH2:13][CH2:12][N:11]([S:14]([CH2:17][CH2:18][CH2:19][N:21]2[CH2:26][CH2:25][O:24][CH2:23][CH2:22]2)(=[O:16])=[O:15])[CH2:10][CH2:9]1)=[O:7])([CH3:4])([CH3:3])[CH3:2]. The yield is 0.890.